From a dataset of NCI-60 drug combinations with 297,098 pairs across 59 cell lines. Regression. Given two drug SMILES strings and cell line genomic features, predict the synergy score measuring deviation from expected non-interaction effect. (1) Drug 1: CN1CCC(CC1)COC2=C(C=C3C(=C2)N=CN=C3NC4=C(C=C(C=C4)Br)F)OC. Drug 2: CC1=CC2C(CCC3(C2CCC3(C(=O)C)OC(=O)C)C)C4(C1=CC(=O)CC4)C. Cell line: HCT116. Synergy scores: CSS=2.86, Synergy_ZIP=-1.06, Synergy_Bliss=-2.66, Synergy_Loewe=-5.18, Synergy_HSA=-3.60. (2) Drug 1: C1C(C(OC1N2C=NC3=C(N=C(N=C32)Cl)N)CO)O. Drug 2: CS(=O)(=O)OCCCCOS(=O)(=O)C. Cell line: RPMI-8226. Synergy scores: CSS=39.6, Synergy_ZIP=-1.11, Synergy_Bliss=-2.65, Synergy_Loewe=-13.0, Synergy_HSA=0.378.